From a dataset of Reaction yield outcomes from USPTO patents with 853,638 reactions. Predict the reaction yield, written as a fraction of the theoretical maximum amount of product (1.0 means a 100% yield; for example, 0.34 means a 34% yield). The reactants are [Cl:1][C:2]1[C:12]([C:13]([OH:15])=O)=[CH:11][C:5]2[NH:6][C:7](=[O:10])[CH2:8][S:9][C:4]=2[CH:3]=1.[CH3:16][O:17][C:18]1[CH:27]=[C:26]2[C:21]([N:22]=[CH:23][C:24]([S:28][CH2:29][CH2:30][N:31]3[CH2:36][CH2:35][CH:34]([NH2:37])[CH2:33][CH2:32]3)=[N:25]2)=[CH:20][CH:19]=1. No catalyst specified. The product is [CH3:16][O:17][C:18]1[CH:27]=[C:26]2[C:21]([N:22]=[CH:23][C:24]([S:28][CH2:29][CH2:30][N:31]3[CH2:32][CH2:33][CH:34]([NH:37][C:13]([C:12]4[C:2]([Cl:1])=[CH:3][C:4]5[S:9][CH2:8][C:7](=[O:10])[NH:6][C:5]=5[CH:11]=4)=[O:15])[CH2:35][CH2:36]3)=[N:25]2)=[CH:20][CH:19]=1. The yield is 0.600.